The task is: Predict the reaction yield, written as a fraction of the theoretical maximum amount of product (1.0 means a 100% yield; for example, 0.34 means a 34% yield).. This data is from Reaction yield outcomes from USPTO patents with 853,638 reactions. (1) The yield is 0.720. The catalyst is C(#N)C. The reactants are [CH3:1][N:2]([CH3:37])[C:3](=[O:36])[O:4][C:5]1[CH:10]=[CH:9][C:8]([C:11](Br)([OH:32])[CH2:12][CH2:13][O:14][Si:15]([C:28]([CH3:31])([CH3:30])[CH3:29])([C:22]2[CH:27]=[CH:26][CH:25]=[CH:24][CH:23]=2)[C:16]2[CH:21]=[CH:20][CH:19]=[CH:18][CH:17]=2)=[C:7]([CH:34]=[CH2:35])[CH:6]=1.[CH2:38]([NH2:41])[CH:39]=[CH2:40]. The product is [CH3:1][N:2]([CH3:37])[C:3](=[O:36])[O:4][C:5]1[CH:10]=[CH:9][C:8]([C:11]([NH:41][CH2:38][CH:39]=[CH2:40])([OH:32])[CH2:12][CH2:13][O:14][Si:15]([C:28]([CH3:31])([CH3:30])[CH3:29])([C:22]2[CH:27]=[CH:26][CH:25]=[CH:24][CH:23]=2)[C:16]2[CH:21]=[CH:20][CH:19]=[CH:18][CH:17]=2)=[C:7]([CH:34]=[CH2:35])[CH:6]=1. (2) The yield is 0.760. The product is [NH2:1][C:2]1[C:7]([C:8]#[N:9])=[C:6]([CH:10]2[CH2:15][CH2:14][CH2:13][N:12]([C:16]([O:18][C:19]([CH3:22])([CH3:21])[CH3:20])=[O:17])[CH2:11]2)[CH:5]=[C:4]([C:23]2[C:28]([OH:29])=[CH:27][CH:26]=[CH:25][C:24]=2[OH:37])[N:3]=1. The reactants are [NH2:1][C:2]1[C:7]([C:8]#[N:9])=[C:6]([CH:10]2[CH2:15][CH2:14][CH2:13][N:12]([C:16]([O:18][C:19]([CH3:22])([CH3:21])[CH3:20])=[O:17])[CH2:11]2)[CH:5]=[C:4]([C:23]2[C:28]([O:29]CC3C=CC=CC=3)=[CH:27][CH:26]=[CH:25][C:24]=2[O:37]CC2C=CC=CC=2)[N:3]=1.C(O)(=O)C. The catalyst is C(OCC)(=O)C.C1COCC1.[Pd]. (3) The yield is 1.00. The catalyst is C(OCC)(=O)C. The product is [F:1][C:2]1[CH:3]=[C:4]2[C:5](=[CH:6][CH:7]=1)[N:8]([C:9](=[O:11])[CH3:10])[CH2:12][C:13]2([CH3:15])[CH3:14]. The reactants are [F:1][C:2]1[CH:7]=[CH:6][C:5]([N:8]([CH2:12][C:13]([CH3:15])=[CH2:14])[C:9](=[O:11])[CH3:10])=[CH:4][CH:3]=1.[Cl-].[Cl-].[Cl-].[Al+3].O. (4) The reactants are [N:1]1[N:5]2[CH:6]=[CH:7][CH:8]=[C:9]([C:10]([OH:12])=[O:11])[C:4]2=[CH:3][CH:2]=1.C[Si](C)(C)[N-][Si](C)(C)C.[Li+].[I:23]I.Cl. The catalyst is C1COCC1. The product is [I:23][C:6]1[N:5]2[N:1]=[CH:2][CH:3]=[C:4]2[C:9]([C:10]([OH:12])=[O:11])=[CH:8][CH:7]=1. The yield is 0.970.